Dataset: Forward reaction prediction with 1.9M reactions from USPTO patents (1976-2016). Task: Predict the product of the given reaction. (1) The product is: [CH2:1]([N:3]1[C:11]2[CH:10]=[C:9]3[NH:12][C:13]([C:15]4[C:23]5[C:18](=[CH:19][CH:20]=[C:21]([C:24]([NH2:36])=[O:25])[CH:22]=5)[NH:17][N:16]=4)=[N:14][C:8]3=[CH:7][C:6]=2[C:5]([CH3:27])([CH3:28])[C:4]1=[O:29])[CH3:2]. Given the reactants [CH2:1]([N:3]1[C:11]2[CH:10]=[C:9]3[NH:12][C:13]([C:15]4[C:23]5[C:18](=[CH:19][CH:20]=[C:21]([C:24](O)=[O:25])[CH:22]=5)[NH:17][N:16]=4)=[N:14][C:8]3=[CH:7][C:6]=2[C:5]([CH3:28])([CH3:27])[C:4]1=[O:29])[CH3:2].C(Cl)(=O)C(Cl)=O.[NH3:36], predict the reaction product. (2) Given the reactants [O:1]1[CH2:6][CH2:5][CH2:4][O:3][CH:2]1[CH2:7][CH2:8][Mg]Br.[Cl:11][C:12]1[CH:13]=[C:14]([C:19]2(/[CH:25]=[N:26]/[S@@:27]([C:29]([CH3:32])([CH3:31])[CH3:30])=[O:28])[CH2:24][CH2:23][CH2:22][CH2:21][CH2:20]2)[CH:15]=[CH:16][C:17]=1[Cl:18].[O-]S([O-])(=O)=O.[Na+].[Na+], predict the reaction product. The product is: [Cl:11][C:12]1[CH:13]=[C:14]([C:19]2([CH:25]([NH:26][S@@:27]([C:29]([CH3:32])([CH3:31])[CH3:30])=[O:28])[CH2:8][CH2:7][CH:2]3[O:3][CH2:4][CH2:5][CH2:6][O:1]3)[CH2:24][CH2:23][CH2:22][CH2:21][CH2:20]2)[CH:15]=[CH:16][C:17]=1[Cl:18]. (3) Given the reactants [F:1][C:2]([F:14])([F:13])[C:3]1[CH:4]=[C:5]([NH:9][C:10]([NH2:12])=[O:11])[CH:6]=[CH:7][CH:8]=1.[C:15]([C:17]1[CH:24]=[CH:23][C:20]([CH:21]=O)=[CH:19][CH:18]=1)#[N:16].[C:25](#[N:29])[CH2:26][C:27]#[N:28].Cl, predict the reaction product. The product is: [NH2:29][C:25]1[N:9]([C:5]2[CH:6]=[CH:7][CH:8]=[C:3]([C:2]([F:13])([F:14])[F:1])[CH:4]=2)[C:10](=[O:11])[NH:12][CH:21]([C:20]2[CH:23]=[CH:24][C:17]([C:15]#[N:16])=[CH:18][CH:19]=2)[C:26]=1[C:27]#[N:28]. (4) Given the reactants [CH2:1]([C:3]1[CH:4]=[CH:5][CH:6]=[C:7]2[C:12]=1[N:11]=[C:10]([C:13]1([C:16]3[CH:21]=[CH:20][CH:19]=[CH:18][CH:17]=3)[CH2:15][CH2:14]1)[C:9]([OH:22])=[C:8]2[C:23]([OH:25])=[O:24])[CH3:2].N1[C:36]2[C:31](=CC=CC=2)C(=O)C1=O.C(OCC(C1(C2C=CC([Cl:53])=CC=2)CC1)=O)(=O)C, predict the reaction product. The product is: [Cl:53][C:19]1[CH:18]=[CH:17][C:16]([C:13]2([C:10]3[C:9]([OH:22])=[C:8]([C:23]([OH:25])=[O:24])[C:7]4[C:12](=[C:3]5[CH2:1][CH2:2][CH2:31][CH2:36][C:4]5=[CH:5][CH:6]=4)[N:11]=3)[CH2:14][CH2:15]2)=[CH:21][CH:20]=1.